Dataset: Reaction yield outcomes from USPTO patents with 853,638 reactions. Task: Predict the reaction yield, written as a fraction of the theoretical maximum amount of product (1.0 means a 100% yield; for example, 0.34 means a 34% yield). The reactants are [C:1]([N:8]1[CH2:15][CH2:14][CH2:13][C@H:9]1[C:10]([OH:12])=O)([O:3][C:4]([CH3:7])([CH3:6])[CH3:5])=[O:2].[CH2:16]([N:23]1[CH2:28][CH2:27][NH:26][CH2:25][CH2:24]1)[C:17]1[CH:22]=[CH:21][CH:20]=[CH:19][CH:18]=1.Cl.C(N=C=NCCCN(C)C)C. The catalyst is CN(C)C1C=CN=CC=1.C(Cl)Cl. The product is [CH2:16]([N:23]1[CH2:28][CH2:27][N:26]([C:10]([C@@H:9]2[CH2:13][CH2:14][CH2:15][N:8]2[C:1]([O:3][C:4]([CH3:5])([CH3:6])[CH3:7])=[O:2])=[O:12])[CH2:25][CH2:24]1)[C:17]1[CH:18]=[CH:19][CH:20]=[CH:21][CH:22]=1. The yield is 0.900.